This data is from Forward reaction prediction with 1.9M reactions from USPTO patents (1976-2016). The task is: Predict the product of the given reaction. (1) Given the reactants [OH:1][CH2:2][C:3]1[CH:12]=[CH:11][C:10]2[C:5](=[CH:6][C:7]3[CH2:24][C@:14]4([C:22]5[C:17](=[N:18][CH:19]=[CH:20][CH:21]=5)[NH:16][C:15]4=[O:23])[CH2:13][C:8]=3[CH:9]=2)[N:4]=1.[H-].[Na+].[CH3:27][Si:28]([CH3:35])([CH3:34])[CH2:29][CH2:30][O:31][CH2:32]Cl, predict the reaction product. The product is: [NH4+:4].[OH-:1].[OH:1][CH2:2][C:3]1[CH:12]=[CH:11][C:10]2[C:5](=[CH:6][C:7]3[CH2:24][C@:14]4([C:22]5[C:17](=[N:18][CH:19]=[CH:20][CH:21]=5)[N:16]([CH2:32][O:31][CH2:30][CH2:29][Si:28]([CH3:35])([CH3:34])[CH3:27])[C:15]4=[O:23])[CH2:13][C:8]=3[CH:9]=2)[N:4]=1. (2) Given the reactants [NH:1]1[CH2:6][CH2:5][C:4]2([O:11][C:10]3[C:12]4[C:17]([C:18](=[O:21])[C:19](=[O:20])[C:9]=3[S:8][CH2:7]2)=[CH:16][CH:15]=[CH:14][CH:13]=4)[CH2:3][CH2:2]1.[N:22]1([C:27]2[CH:35]=[CH:34][C:30]([C:31](Cl)=[O:32])=[CH:29][CH:28]=2)[CH:26]=[CH:25][CH:24]=[N:23]1, predict the reaction product. The product is: [N:22]1([C:27]2[CH:35]=[CH:34][C:30]([C:31]([N:1]3[CH2:2][CH2:3][C:4]4([O:11][C:10]5[C:12]6[C:17]([C:18](=[O:21])[C:19](=[O:20])[C:9]=5[S:8][CH2:7]4)=[CH:16][CH:15]=[CH:14][CH:13]=6)[CH2:5][CH2:6]3)=[O:32])=[CH:29][CH:28]=2)[CH:26]=[CH:25][CH:24]=[N:23]1. (3) Given the reactants [CH2:1]([O:8][C:9]1[CH:18]=[C:17]([O:19][CH2:20][C:21]2[CH:26]=[CH:25][CH:24]=[CH:23][CH:22]=2)[CH:16]=[C:15]2[C:10]=1[CH2:11][C@@H:12](O)[C@H:13]([C:27]1[CH:32]=[C:31]([O:33][CH2:34][C:35]3[CH:40]=[CH:39][CH:38]=[CH:37][CH:36]=3)[C:30]([O:41][CH2:42][C:43]3[CH:48]=[CH:47][CH:46]=[CH:45][CH:44]=3)=[C:29]([O:49][CH2:50][C:51]3[CH:56]=[CH:55][CH:54]=[CH:53][CH:52]=3)[CH:28]=1)[O:14]2)[C:2]1[CH:7]=[CH:6][CH:5]=[CH:4][CH:3]=1.C1(P(C2C=CC=CC=2)C2C=CC=CC=2)C=CC=CC=1.CCOC(/[N:82]=N/C(OCC)=O)=O.C1(P(N=[N+]=[N-])(C2C=CC=CC=2)=O)C=CC=CC=1, predict the reaction product. The product is: [CH2:1]([O:8][C:9]1[CH:18]=[C:17]([O:19][CH2:20][C:21]2[CH:26]=[CH:25][CH:24]=[CH:23][CH:22]=2)[CH:16]=[C:15]2[C:10]=1[CH2:11][C@H:12]([NH2:82])[C@H:13]([C:27]1[CH:32]=[C:31]([O:33][CH2:34][C:35]3[CH:40]=[CH:39][CH:38]=[CH:37][CH:36]=3)[C:30]([O:41][CH2:42][C:43]3[CH:48]=[CH:47][CH:46]=[CH:45][CH:44]=3)=[C:29]([O:49][CH2:50][C:51]3[CH:56]=[CH:55][CH:54]=[CH:53][CH:52]=3)[CH:28]=1)[O:14]2)[C:2]1[CH:7]=[CH:6][CH:5]=[CH:4][CH:3]=1. (4) Given the reactants O[CH2:2][C:3]1[CH:4]=[C:5]2[C:10](=[CH:11][CH:12]=1)[N:9]([C:13]([O:15][C:16]([CH3:19])([CH3:18])[CH3:17])=[O:14])[C:8]([CH3:21])([CH3:20])[CH:7]=[C:6]2[CH3:22].C1(P(C2C=CC=CC=2)C2C=CC=CC=2)C=CC=CC=1.BrN1C(=O)CCC1=O.[C:50]1([CH3:59])[CH:55]=[CH:54][C:53]([S:56]([O-:58])=[O:57])=[CH:52][CH:51]=1.[Na+].S([O-])([O-])(=O)=S.[Na+].[Na+], predict the reaction product. The product is: [CH3:20][C:8]1([CH3:21])[CH:7]=[C:6]([CH3:22])[C:5]2[C:10](=[CH:11][CH:12]=[C:3]([CH2:2][S:56]([C:53]3[CH:54]=[CH:55][C:50]([CH3:59])=[CH:51][CH:52]=3)(=[O:58])=[O:57])[CH:4]=2)[N:9]1[C:13]([O:15][C:16]([CH3:18])([CH3:19])[CH3:17])=[O:14]. (5) Given the reactants [Br:1][C:2]1[C:11]2[C:6](=[C:7](C3C=C(C(F)(F)F)C=CC=3C([O-])=O)[CH:8]=[C:9]([O:12]C)[CH:10]=2)[C:5](=[O:27])[N:4]([C:28]2[CH:33]=[CH:32][C:31]([O:34]C)=[CH:30][CH:29]=2)[CH:3]=1.ClC1C=CC=CC=1.B(Br)(Br)Br.[OH2:47], predict the reaction product. The product is: [Br:1][C:2]1[C:11]2[C:6](=[C:7]([OH:47])[CH:8]=[C:9]([OH:12])[CH:10]=2)[C:5](=[O:27])[N:4]([C:28]2[CH:33]=[CH:32][C:31]([OH:34])=[CH:30][CH:29]=2)[CH:3]=1.